From a dataset of Reaction yield outcomes from USPTO patents with 853,638 reactions. Predict the reaction yield, written as a fraction of the theoretical maximum amount of product (1.0 means a 100% yield; for example, 0.34 means a 34% yield). (1) The reactants are C([O:3][C:4]([C:6]1[CH:7]=[C:8]2[C:12](=[CH:13][C:14]=1[NH:15][C:16]([C:18]1[C:27](=[O:28])[C:26]3[C:21](=[CH:22][CH:23]=[CH:24][CH:25]=3)[NH:20][CH:19]=1)=[O:17])[NH:11][CH:10]=[CH:9]2)=[O:5])C.[OH-].[Na+]. The catalyst is C1COCC1. The product is [O:28]=[C:27]1[C:26]2[C:21](=[CH:22][CH:23]=[CH:24][CH:25]=2)[NH:20][CH:19]=[C:18]1[C:16]([NH:15][C:14]1[CH:13]=[C:12]2[C:8]([CH:9]=[CH:10][NH:11]2)=[CH:7][C:6]=1[C:4]([OH:5])=[O:3])=[O:17]. The yield is 0.930. (2) The reactants are O=[C:2]1[CH2:7][CH2:6][CH2:5][CH:4]([CH:8]([C:14]([O:16][CH2:17][CH3:18])=[O:15])[C:9]([O:11][CH2:12][CH3:13])=[O:10])[CH2:3]1.Cl.[Br:20][C:21]1[C:29]([F:30])=[CH:28][C:24]([C:25]([OH:27])=[O:26])=[C:23]([NH:31]N)[CH:22]=1. The catalyst is C(O)(=O)C. The product is [Br:20][C:21]1[C:29]([F:30])=[CH:28][C:24]([C:25]([OH:27])=[O:26])=[C:23]2[C:22]=1[C:7]1[CH2:6][CH2:5][CH:4]([CH:8]([C:14]([O:16][CH2:17][CH3:18])=[O:15])[C:9]([O:11][CH2:12][CH3:13])=[O:10])[CH2:3][C:2]=1[NH:31]2. The yield is 0.490. (3) The yield is 0.00100. The reactants are [Cl:1][C:2]1[CH:3]=[C:4]2[C:8](=[CH:9][CH:10]=1)[N:7]([CH2:11][C:12]1[CH:13]=C([CH:17]=[CH:18][CH:19]=1)C#N)[C:6]([C:20]1[CH:21]=[N:22][CH:23]=[CH:24][CH:25]=1)=[C:5]2[CH3:26].Cl.[C:28]([OH:31])(=[O:30])[CH3:29]. No catalyst specified. The product is [NH4+:7].[OH-:30].[Cl:1][C:2]1[CH:3]=[C:4]2[C:8](=[CH:9][CH:10]=1)[N:7]([CH2:11][C:12]1[CH:13]=[C:29]([CH:17]=[CH:18][CH:19]=1)[C:28]([OH:31])=[O:30])[C:6]([C:20]1[CH:21]=[N:22][CH:23]=[CH:24][CH:25]=1)=[C:5]2[CH3:26]. (4) The yield is 0.110. The product is [Cl:57][C:53]1[CH:52]=[C:51]([C:49]2[O:48][N:47]=[C:46]([CH2:45][S:22][C:9]3[N:10]([CH3:11])[C:6]([C:2]4[O:1][CH:5]=[CH:4][CH:3]=4)=[N:7][CH:8]=3)[N:50]=2)[CH:56]=[CH:55][CH:54]=1. The reactants are [O:1]1[CH:5]=[CH:4][CH:3]=[C:2]1[C:6]1[N:10]([CH3:11])[C:9](=O)[CH2:8][N:7]=1.COC1C=CC(P2(SP(C3C=CC(OC)=CC=3)(=S)S2)=[S:22])=CC=1.CCN(C(C)C)C(C)C.Cl[CH2:45][C:46]1[N:50]=[C:49]([C:51]2[CH:56]=[CH:55][CH:54]=[C:53]([Cl:57])[CH:52]=2)[O:48][N:47]=1. The catalyst is O1CCOCC1.C(OCC)(=O)C. (5) The reactants are C(Cl)C=C.F[C:6](F)(F)[C:7](O)=[O:8].Br[C:13]1[CH:22]=[CH:21][C:16]([C:17]([O:19][CH3:20])=[O:18])=[CH:15][C:14]=1[F:23].C(OC(=O)C)(=O)C.Cl. The catalyst is C(#N)C.[Co](Br)Br.[Zn]. The product is [C:7]([C:13]1[CH:22]=[CH:21][C:16]([C:17]([O:19][CH3:20])=[O:18])=[CH:15][C:14]=1[F:23])(=[O:8])[CH3:6]. The yield is 0.200.